Dataset: Full USPTO retrosynthesis dataset with 1.9M reactions from patents (1976-2016). Task: Predict the reactants needed to synthesize the given product. (1) The reactants are: [C:1]([BH3-])#N.[Na+].C1COCC1.[CH:10]1([C:16]2[C:17]3[CH:18]=[CH:19][C:20]([C:49]([NH:51][S:52]([CH:55]4[CH2:57][CH2:56]4)(=[O:54])=[O:53])=[O:50])=[CH:21][C:22]=3[N:23]3[CH2:29][C:28]([C:30]([N:32]4[CH2:39][C:38]56[CH2:40][NH:41][CH2:42][C:34]5([CH2:35][O:36][CH2:37]6)[CH2:33]4)=[O:31])=[CH:27][C:26]4[CH:43]=[C:44]([O:47][CH3:48])[CH:45]=[CH:46][C:25]=4[C:24]=23)[CH2:15][CH2:14][CH2:13][CH2:12][CH2:11]1.C=O. Given the product [CH:10]1([C:16]2[C:17]3[CH:18]=[CH:19][C:20]([C:49]([NH:51][S:52]([CH:55]4[CH2:57][CH2:56]4)(=[O:53])=[O:54])=[O:50])=[CH:21][C:22]=3[N:23]3[CH2:29][C:28]([C:30]([N:32]4[CH2:39][C:38]56[CH2:40][N:41]([CH3:1])[CH2:42][C:34]5([CH2:35][O:36][CH2:37]6)[CH2:33]4)=[O:31])=[CH:27][C:26]4[CH:43]=[C:44]([O:47][CH3:48])[CH:45]=[CH:46][C:25]=4[C:24]=23)[CH2:11][CH2:12][CH2:13][CH2:14][CH2:15]1, predict the reactants needed to synthesize it. (2) Given the product [CH2:1]([NH:8][C:9]([C:11]1[S:15][C:14]([C:16]2[CH:21]=[N:20][CH:19]=[C:18]([N:25]([CH3:26])[CH3:24])[N:17]=2)=[N:13][C:12]=1[CH3:23])=[O:10])[C:2]1[CH:7]=[CH:6][CH:5]=[CH:4][CH:3]=1, predict the reactants needed to synthesize it. The reactants are: [CH2:1]([NH:8][C:9]([C:11]1[S:15][C:14]([C:16]2[CH:21]=[N:20][CH:19]=[C:18](I)[N:17]=2)=[N:13][C:12]=1[CH3:23])=[O:10])[C:2]1[CH:7]=[CH:6][CH:5]=[CH:4][CH:3]=1.[CH3:24][N:25](C)[CH:26]=O. (3) Given the product [N:1]1[CH:6]=[CH:5][CH:4]=[C:3]([CH2:7][NH:8][C:9](=[O:21])[NH:10][C:11]2[CH:16]=[CH:15][C:14]([S:17]([O-:19])=[O:18])=[CH:13][CH:12]=2)[CH:2]=1.[NH4+:1], predict the reactants needed to synthesize it. The reactants are: [N:1]1[CH:6]=[CH:5][CH:4]=[C:3]([CH2:7][NH:8][C:9](=[O:21])[NH:10][C:11]2[CH:16]=[CH:15][C:14]([S:17](Cl)(=[O:19])=[O:18])=[CH:13][CH:12]=2)[CH:2]=1.S([O-])([O-])=O.[Na+].[Na+].C(=O)(O)[O-].[Na+]. (4) Given the product [Br:19][C:20]1[C:26]([Cl:27])=[CH:25][C:23]([NH:24][C:2]2[N:6]([CH2:7][C:8]3[CH:13]=[CH:12][C:11]([O:14][CH3:15])=[CH:10][CH:9]=3)[N:5]=[C:4]([N:16]([CH3:18])[CH3:17])[N:3]=2)=[CH:22][C:21]=1[Cl:28], predict the reactants needed to synthesize it. The reactants are: Br[C:2]1[N:6]([CH2:7][C:8]2[CH:13]=[CH:12][C:11]([O:14][CH3:15])=[CH:10][CH:9]=2)[N:5]=[C:4]([N:16]([CH3:18])[CH3:17])[N:3]=1.[Br:19][C:20]1[C:26]([Cl:27])=[CH:25][C:23]([NH2:24])=[CH:22][C:21]=1[Cl:28].CC([O-])(C)C.[Na+]. (5) Given the product [CH2:1]([S:9][C:10]1[CH:11]=[C:12]([OH:16])[CH:13]=[CH:14][CH:15]=1)[C:2]1[CH:7]=[CH:6][CH:5]=[CH:4][CH:3]=1, predict the reactants needed to synthesize it. The reactants are: [CH2:1](Br)[C:2]1[CH:7]=[CH:6][CH:5]=[CH:4][CH:3]=1.[SH:9][C:10]1[CH:11]=[C:12]([OH:16])[CH:13]=[CH:14][CH:15]=1.[OH-].[Na+].